This data is from Catalyst prediction with 721,799 reactions and 888 catalyst types from USPTO. The task is: Predict which catalyst facilitates the given reaction. (1) Reactant: CC1(C)C(C)(C)OB([C:9]2[CH:14]=[CH:13][C:12]([C:15]3[C:28]4[C:29]5=[C:30]6[C:25](=[CH:26][CH:27]=4)[CH:24]=[CH:23][C:22]([C:31]4[CH:36]=[CH:35][CH:34]=[CH:33][CH:32]=4)=[C:21]6[CH:20]=[CH:19][C:18]5=[CH:17][CH:16]=3)=[CH:11][CH:10]=2)O1.Br[C:39]1[CH:40]=[CH:41][C:42]2[C:43]3[C:48]([C:49]4[CH:50]=[CH:51][CH:52]=[CH:53][C:54]=4[C:55]=2[CH:56]=1)=[CH:47][C:46]1=[CH:57][C:58]2[C:63]([C:62]([CH3:65])([CH3:64])[CH:61]=[CH:60][CH:59]=2)=[C:45]1[CH:44]=3.C([O-])([O-])=O.[Na+].[Na+].CCO. Product: [CH3:64][C:62]1([CH3:65])[C:63]2[C:58]([CH:57]=[C:46]3[C:45]=2[CH:44]=[C:43]2[C:48]([C:49]4[CH:50]=[CH:51][CH:52]=[CH:53][C:54]=4[C:55]4[CH:56]=[C:39]([C:34]5[CH:33]=[CH:32][C:31]([C:22]6[C:21]7[C:30]8=[C:29]9[C:18](=[CH:19][CH:20]=7)[CH:17]=[CH:16][C:15]([C:12]7[CH:13]=[CH:14][CH:9]=[CH:10][CH:11]=7)=[C:28]9[CH:27]=[CH:26][C:25]8=[CH:24][CH:23]=6)=[CH:36][CH:35]=5)[CH:40]=[CH:41][C:42]=42)=[CH:47]3)=[CH:59][CH:60]=[CH:61]1. The catalyst class is: 206. (2) Reactant: F[C:2](F)(F)C(O)=O.[NH2:8][C:9]1[C:14]([C:15]([C:17]2[CH:22]=[C:21]([F:23])[CH:20]=[CH:19][C:18]=2[O:24][CH3:25])=[O:16])=[CH:13]N=[C:11]([NH:26][CH:27]2[CH2:32][CH2:31][NH:30][CH2:29][CH2:28]2)[N:10]=1.C(N(CC)CC)C.[CH2:40]([S:42](Cl)(=[O:44])=[O:43])[CH3:41]. Product: [NH2:8][C:9]1[C:14]([C:15]([C:17]2[CH:22]=[C:21]([F:23])[CH:20]=[CH:19][C:18]=2[O:24][CH3:25])=[O:16])=[CH:13][CH:2]=[C:11]([NH:26][CH:27]2[CH2:28][CH2:29][N:30]([S:42]([CH2:40][CH3:41])(=[O:44])=[O:43])[CH2:31][CH2:32]2)[N:10]=1. The catalyst class is: 2. (3) Reactant: C(O[C:6](=[O:38])[NH:7][C:8]1([C:14](=[O:37])[NH:15][C:16]2[CH:21]=[CH:20][C:19]([C:22]3[CH:27]=[CH:26][CH:25]=[CH:24][C:23]=3[S:28](=[O:35])(=[O:34])[NH:29]C(C)(C)C)=[CH:18][C:17]=2[F:36])[CH2:13][CH2:12][S:11][CH2:10][CH2:9]1)(C)(C)C.C(O)(C(F)(F)F)=O.C(N(CC)CC)C.[Cl:53][C:54]1[CH:59]=[CH:58][C:57]([N:60]=C=O)=[CH:56][CH:55]=1. Product: [F:36][C:17]1[CH:18]=[C:19]([C:22]2[CH:27]=[CH:26][CH:25]=[CH:24][C:23]=2[S:28](=[O:34])(=[O:35])[NH2:29])[CH:20]=[CH:21][C:16]=1[NH:15][C:14]([C:8]1([NH:7][C:6]([NH:60][C:57]2[CH:58]=[CH:59][C:54]([Cl:53])=[CH:55][CH:56]=2)=[O:38])[CH2:9][CH2:10][S:11][CH2:12][CH2:13]1)=[O:37]. The catalyst class is: 1. (4) Reactant: [NH2:1][C:2]1[C:3]2[C:29]([CH3:33])([C:30](=[S:32])[NH2:31])[C:28](=[O:34])[NH:27][C:4]=2[N:5]=[C:6]([C:8]2[C:16]3[C:11](=[CH:12][C:13]([Cl:17])=[CH:14][CH:15]=3)[N:10]([CH2:18][CH2:19][C:20]([F:26])([F:25])[C:21]([F:24])([F:23])[F:22])[N:9]=2)[N:7]=1.Br[CH:36]([CH3:40])[C:37](=O)[CH3:38]. Product: [NH2:1][C:2]1[C:3]2[C:29]([C:30]3[S:32][C:36]([CH3:40])=[C:37]([CH3:38])[N:31]=3)([CH3:33])[C:28](=[O:34])[NH:27][C:4]=2[N:5]=[C:6]([C:8]2[C:16]3[C:11](=[CH:12][C:13]([Cl:17])=[CH:14][CH:15]=3)[N:10]([CH2:18][CH2:19][C:20]([F:26])([F:25])[C:21]([F:24])([F:22])[F:23])[N:9]=2)[N:7]=1. The catalyst class is: 8. (5) Reactant: [C:1]([N:8]1[CH2:13][CH2:12][C:11]([C:17]2[CH:22]=[CH:21][C:20]([Cl:23])=[CH:19][CH:18]=2)([C:14](O)=[O:15])[CH2:10][CH2:9]1)([O:3][C:4]([CH3:7])([CH3:6])[CH3:5])=[O:2].[CH3:24][N:25]1CCOC[CH2:26]1.C1C=CC2N(O)N=NC=2C=1.Cl.CNC.CN(C(ON1N=NC2C=CC=CC1=2)=[N+](C)C)C.F[P-](F)(F)(F)(F)F.[OH-].[Na+]. Product: [C:4]([O:3][C:1]([N:8]1[CH2:13][CH2:12][C:11]([C:17]2[CH:22]=[CH:21][C:20]([Cl:23])=[CH:19][CH:18]=2)([C:14](=[O:15])[N:25]([CH3:26])[CH3:24])[CH2:10][CH2:9]1)=[O:2])([CH3:7])([CH3:6])[CH3:5]. The catalyst class is: 3. (6) Reactant: Cl[CH2:2][C:3]([NH:5][C:6]1[CH:16]=[CH:15][C:9]2[NH:10][C:11](=[O:14])[CH2:12][O:13][C:8]=2[CH:7]=1)=[O:4].[CH2:17]([O:24][CH:25]1[CH2:30][CH2:29][NH:28][CH2:27][CH2:26]1)[C:18]1[CH:23]=[CH:22][CH:21]=[CH:20][CH:19]=1. Product: [CH2:17]([O:24][CH:25]1[CH2:30][CH2:29][N:28]([CH2:2][C:3]([NH:5][C:6]2[CH:16]=[CH:15][C:9]3[NH:10][C:11](=[O:14])[CH2:12][O:13][C:8]=3[CH:7]=2)=[O:4])[CH2:27][CH2:26]1)[C:18]1[CH:19]=[CH:20][CH:21]=[CH:22][CH:23]=1. The catalyst class is: 27. (7) Reactant: [Cl:1][C:2]1[CH:3]=[C:4]([O:8][C:9]2[CH:14]=[CH:13][C:12]([N+:15]([O-])=O)=[CH:11][C:10]=2[C:18](=[O:21])[CH2:19][CH3:20])[CH:5]=[N:6][CH:7]=1.S(S([O-])=O)([O-])=O.[Na+].[Na+]. Product: [NH2:15][C:12]1[CH:13]=[CH:14][C:9]([O:8][C:4]2[CH:5]=[N:6][CH:7]=[C:2]([Cl:1])[CH:3]=2)=[C:10]([C:18](=[O:21])[CH2:19][CH3:20])[CH:11]=1. The catalyst class is: 24. (8) Product: [O:1]1[CH:5]=[CH:4][CH:3]=[C:2]1[C:6]1[N:7]=[C:8]([NH2:16])[N:9]=[C:10]([NH:20][CH2:17][CH2:18][CH3:19])[C:11]=1[I:12]. Reactant: [O:1]1[CH:5]=[CH:4][CH:3]=[C:2]1[C:6]1[C:11]([I:12])=[C:10](S(C)=O)[N:9]=[C:8]([NH2:16])[N:7]=1.[CH2:17]([NH2:20])[CH2:18][CH3:19]. The catalyst class is: 1. (9) Product: [N+:2]([C:5]1[CH:6]=[CH:7][C:8]([C:9]2[NH:11][C:21]([C:23]3[CH:24]=[C:25]([CH:28]=[CH:29][CH:30]=3)[C:26]#[N:27])=[CH:20][N:10]=2)=[CH:12][CH:13]=1)([O-:4])=[O:3]. The catalyst class is: 20. Reactant: Cl.[N+:2]([C:5]1[CH:13]=[CH:12][C:8]([C:9]([NH2:11])=[NH:10])=[CH:7][CH:6]=1)([O-:4])=[O:3].C([O-])(O)=O.[Na+].Br[CH2:20][C:21]([C:23]1[CH:24]=[C:25]([CH:28]=[CH:29][CH:30]=1)[C:26]#[N:27])=O. (10) Reactant: O[C:2]1[N:3]=[C:4]2[CH:20]([CH3:21])[CH2:19][CH2:18][CH2:17][N:5]2[C:6](=[O:16])[C:7]=1[NH:8][C:9](=[O:15])[CH2:10][C:11]([CH3:14])([CH3:13])[CH3:12].P(Cl)(Cl)([Cl:24])=O.P([O-])(O)(O)=O.[Na+]. Product: [Cl:24][C:2]1[N:3]=[C:4]2[CH:20]([CH3:21])[CH2:19][CH2:18][CH2:17][N:5]2[C:6](=[O:16])[C:7]=1[NH:8][C:9](=[O:15])[CH2:10][C:11]([CH3:14])([CH3:13])[CH3:12]. The catalyst class is: 6.